This data is from Full USPTO retrosynthesis dataset with 1.9M reactions from patents (1976-2016). The task is: Predict the reactants needed to synthesize the given product. Given the product [Cl:5][CH2:6][C:7]1[CH:15]=[CH:14][C:10]([C:11]([NH:3][C:2]2[NH:36][C:31]3[CH:30]=[C:29]([O:28][C:24]4[N:23]=[C:22]([C:18]5[CH:17]=[N:16][CH:21]=[CH:20][CH:19]=5)[CH:27]=[CH:26][N:25]=4)[CH:34]=[CH:33][C:32]=3[N:35]=2)=[O:12])=[CH:9][CH:8]=1, predict the reactants needed to synthesize it. The reactants are: [S-][C:2]#[N:3].[Na+].[Cl:5][CH2:6][C:7]1[CH:15]=[CH:14][C:10]([C:11](Cl)=[O:12])=[CH:9][CH:8]=1.[N:16]1[CH:21]=[CH:20][CH:19]=[C:18]([C:22]2[CH:27]=[CH:26][N:25]=[C:24]([O:28][C:29]3[CH:30]=[C:31]([NH2:36])[C:32]([NH2:35])=[CH:33][CH:34]=3)[N:23]=2)[CH:17]=1.Cl.C(N=C=NCCCN(C)C)C.